This data is from Catalyst prediction with 721,799 reactions and 888 catalyst types from USPTO. The task is: Predict which catalyst facilitates the given reaction. (1) Reactant: [CH:1]1([NH2:4])[CH2:3][CH2:2]1.C(N(CC)CC)C.[N+:12]([C:15]1[CH:20]=[CH:19][CH:18]=[CH:17][C:16]=1[S:21](Cl)(=[O:23])=[O:22])([O-:14])=[O:13]. Product: [CH:1]1([NH:4][S:21]([C:16]2[CH:17]=[CH:18][CH:19]=[CH:20][C:15]=2[N+:12]([O-:14])=[O:13])(=[O:22])=[O:23])[CH2:3][CH2:2]1. The catalyst class is: 7. (2) Reactant: [I:1][C:2]1[CH:9]=[CH:8][C:5]([CH2:6]Br)=[CH:4][CH:3]=1.[CH2:10]([NH:12][CH2:13][CH3:14])[CH3:11].C(OCC)(=O)C. Product: [CH2:10]([N:12]([CH2:6][C:5]1[CH:8]=[CH:9][C:2]([I:1])=[CH:3][CH:4]=1)[CH2:13][CH3:14])[CH3:11]. The catalyst class is: 2. (3) Reactant: [Cl:1][C:2]1[C:14](I)=[CH:13][C:5]2[NH:6][C:7]([C:9]([F:12])([F:11])[F:10])=[N:8][C:4]=2[CH:3]=1.[Cl:16][C:17]1[CH:22]=[CH:21][C:20](B(O)O)=[CH:19][CH:18]=1.C(=O)([O-])[O-].[Na+].[Na+].O1CCOCC1. Product: [Cl:1][C:2]1[C:14]([C:20]2[CH:21]=[CH:22][C:17]([Cl:16])=[CH:18][CH:19]=2)=[CH:13][C:5]2[NH:6][C:7]([C:9]([F:12])([F:11])[F:10])=[N:8][C:4]=2[CH:3]=1. The catalyst class is: 257. (4) Reactant: [NH2:1][CH2:2][CH:3]([OH:9])[CH2:4][C:5]([F:8])([F:7])[F:6].[C:10](=O)([O-])[O-].[Cs+].[Cs+].Br[CH2:17][C:18]1[C:19]([Cl:26])=[N:20][C:21]([Cl:25])=[CH:22][C:23]=1C. Product: [Cl:26][C:19]1[C:18]([CH:17]([NH:1][CH2:2][CH:3]([OH:9])[CH2:4][C:5]([F:8])([F:7])[F:6])[CH3:10])=[CH:23][CH:22]=[C:21]([Cl:25])[N:20]=1. The catalyst class is: 3. (5) Reactant: C(OC(=O)[NH:10][C:11]1[CH:16]=[CH:15][C:14]([C:17](=[O:38])[CH2:18][N:19]2[C:23]3[CH:24]=[CH:25][CH:26]=[CH:27][C:22]=3[N:21]=[C:20]2[C:28]2[C:32]([NH:33][CH2:34][CH2:35][C:36]#[N:37])=[N:31][O:30][N:29]=2)=[CH:13][CH:12]=1)C1C=CC=CC=1.C(OCC)(=O)C.CO. Product: [NH2:10][C:11]1[CH:12]=[CH:13][C:14]([C:17](=[O:38])[CH2:18][N:19]2[C:23]3[CH:24]=[CH:25][CH:26]=[CH:27][C:22]=3[N:21]=[C:20]2[C:28]2[C:32]([NH:33][CH2:34][CH2:35][C:36]#[N:37])=[N:31][O:30][N:29]=2)=[CH:15][CH:16]=1. The catalyst class is: 407. (6) Reactant: [Cl:1][C:2]1[N:3]=[C:4](Cl)[C:5]2[S:10][C:9]([Cl:11])=[CH:8][C:6]=2[N:7]=1.[I-].CC1NC=C[N+]=1C.[S:21]1[CH:25]=[CH:24][CH:23]=[C:22]1[CH:26]=[O:27].[H-].[Na+]. Product: [Cl:1][C:2]1[N:3]=[C:4]([C:26]([C:22]2[S:21][CH:25]=[CH:24][CH:23]=2)=[O:27])[C:5]2[S:10][C:9]([Cl:11])=[CH:8][C:6]=2[N:7]=1. The catalyst class is: 7. (7) Reactant: [CH3:1][O:2][C:3]1[CH:4]=[C:5]([CH:8]=[C:9]([O:11][CH3:12])[CH:10]=1)[CH:6]=O.C([O-])(=O)C.[NH4+].[N+:18]([CH2:21][CH3:22])([O-:20])=[O:19]. Product: [CH3:1][O:2][C:3]1[CH:4]=[C:5]([CH:6]=[C:21]([N+:18]([O-:20])=[O:19])[CH3:22])[CH:8]=[C:9]([O:11][CH3:12])[CH:10]=1. The catalyst class is: 11.